Dataset: Forward reaction prediction with 1.9M reactions from USPTO patents (1976-2016). Task: Predict the product of the given reaction. (1) Given the reactants Cl.[C:2]([C:5]1[CH:6]=[C:7]([C:11]2[N:12]=[CH:13][N:14]([C:16]([N:18]([CH3:25])[CH:19]3[CH2:24][CH2:23][NH:22][CH2:21][CH2:20]3)=[O:17])[CH:15]=2)[CH:8]=[CH:9][CH:10]=1)(=[O:4])[NH2:3].C(N(CC)C(C)C)(C)C.[CH3:35][O:36][C:37]1[CH:44]=[CH:43][C:40]([CH:41]=O)=[CH:39][CH:38]=1.[Na].C(O)(=O)C, predict the reaction product. The product is: [C:2]([C:5]1[CH:6]=[C:7]([C:11]2[N:12]=[CH:13][N:14]([C:16]([N:18]([CH:19]3[CH2:24][CH2:23][N:22]([CH2:41][C:40]4[CH:43]=[CH:44][C:37]([O:36][CH3:35])=[CH:38][CH:39]=4)[CH2:21][CH2:20]3)[CH3:25])=[O:17])[CH:15]=2)[CH:8]=[CH:9][CH:10]=1)(=[O:4])[NH2:3]. (2) Given the reactants [CH:1]1([NH:4][C:5]([C:7]2[CH:11]=[CH:10][NH:9][CH:8]=2)=[O:6])[CH2:3][CH2:2]1.[H-].[Na+].[C:14]([C:18]1[N:22]([CH2:23][CH:24]2[CH2:29][CH2:28][O:27][CH2:26][CH2:25]2)[C:21]2[CH:30]=[CH:31][C:32]([S:34](Cl)(=[O:36])=[O:35])=[CH:33][C:20]=2[N:19]=1)([CH3:17])([CH3:16])[CH3:15], predict the reaction product. The product is: [C:14]([C:18]1[N:22]([CH2:23][CH:24]2[CH2:25][CH2:26][O:27][CH2:28][CH2:29]2)[C:21]2[CH:30]=[CH:31][C:32]([S:34]([N:9]3[CH:10]=[CH:11][C:7]([C:5]([NH:4][CH:1]4[CH2:3][CH2:2]4)=[O:6])=[CH:8]3)(=[O:35])=[O:36])=[CH:33][C:20]=2[N:19]=1)([CH3:17])([CH3:15])[CH3:16].